Dataset: Catalyst prediction with 721,799 reactions and 888 catalyst types from USPTO. Task: Predict which catalyst facilitates the given reaction. Reactant: [C:1]([N:11]1[CH2:18][CH2:17][CH2:16][C@@H:12]1[C:13]([OH:15])=O)([O:3][CH2:4][C:5]1[CH:10]=[CH:9][CH:8]=[CH:7][CH:6]=1)=[O:2].C(Cl)(=O)C(Cl)=O.CN(C)C=O.[Cl-].[Mg+2].[Cl-].[C:33](OC(C)(C)C)(=[O:38])[CH2:34][C:35]([CH3:37])=[O:36].N1C=CC=CC=1. Product: [C:33](=[C:34]([C:35](=[O:36])[CH3:37])[C:13]([C@H:12]1[CH2:16][CH2:17][CH2:18][N:11]1[C:1]([O:3][CH2:4][C:5]1[CH:6]=[CH:7][CH:8]=[CH:9][CH:10]=1)=[O:2])=[O:15])=[O:38]. The catalyst class is: 317.